This data is from Forward reaction prediction with 1.9M reactions from USPTO patents (1976-2016). The task is: Predict the product of the given reaction. (1) Given the reactants [F:1][C:2]1[CH:3]=[C:4]([CH:8]([O:26][Si](C(C)(C)C)(C)C)[C:9]2[NH:13][C:12]([O:14][CH:15]([CH:17]3[CH2:22][CH2:21][N:20]([CH:23]([CH3:25])[CH3:24])[CH2:19][CH2:18]3)C)=[N:11][CH:10]=2)[CH:5]=[CH:6][CH:7]=1.[F-].[CH2:35]([N+](CCCC)(CCCC)CCCC)CCC, predict the reaction product. The product is: [F:1][C:2]1[CH:3]=[C:4]([CH:8]([C:9]2[N:13]([CH3:35])[C:12]([O:14][CH2:15][CH:17]3[CH2:18][CH2:19][N:20]([CH:23]([CH3:25])[CH3:24])[CH2:21][CH2:22]3)=[N:11][CH:10]=2)[OH:26])[CH:5]=[CH:6][CH:7]=1. (2) Given the reactants [S:1]1[CH:5]=[CH:4][N:3]=[C:2]1[C:6]1[CH:7]=[C:8]([CH:15]=[CH:16][CH:17]=1)[CH2:9][NH:10][CH:11]([C:13]#[CH:14])[CH3:12].[N:18]([C:21]1[CH:26]=[CH:25][C:24]([O:27][C:28]([F:31])([F:30])[F:29])=[CH:23][CH:22]=1)=[C:19]=[O:20], predict the reaction product. The product is: [CH3:12][CH:11]([N:10]([CH2:9][C:8]1[CH:15]=[CH:16][CH:17]=[C:6]([C:2]2[S:1][CH:5]=[CH:4][N:3]=2)[CH:7]=1)[C:19]([NH:18][C:21]1[CH:26]=[CH:25][C:24]([O:27][C:28]([F:29])([F:30])[F:31])=[CH:23][CH:22]=1)=[O:20])[C:13]#[CH:14]. (3) Given the reactants B(Cl)(Cl)Cl.C([O:12][CH2:13][CH2:14][N:15]1[C:20]2[CH:21]=[CH:22][NH:23][C:19]=2[C:18](=[O:24])[NH:17][C:16]1=[S:25])C1C=CC=CC=1, predict the reaction product. The product is: [OH:12][CH2:13][CH2:14][N:15]1[C:20]2[CH:21]=[CH:22][NH:23][C:19]=2[C:18](=[O:24])[NH:17][C:16]1=[S:25]. (4) Given the reactants [C:1]([C:5]1[CH:10]=[CH:9][C:8]([C:11]([CH3:13])=[CH2:12])=[CH:7][N:6]=1)([CH3:4])([CH3:3])[CH3:2].CN1C=CN=C1.[N+](=C[C:23]([O:25][CH2:26][CH3:27])=[O:24])=[N-], predict the reaction product. The product is: [C:1]([C:5]1[N:6]=[CH:7][C:8]([CH:11]2[CH2:13][CH:12]2[C:23]([O:25][CH2:26][CH3:27])=[O:24])=[CH:9][CH:10]=1)([CH3:4])([CH3:3])[CH3:2]. (5) The product is: [CH3:9][O:10][C:11]1[CH:12]=[CH:13][C:14]([N:17]2[CH2:22][CH2:21][N:20]([C:23]3[CH:28]=[CH:27][C:26]([N:29]=[C:2]=[O:1])=[CH:25][CH:24]=3)[CH2:19][CH2:18]2)=[CH:15][CH:16]=1. Given the reactants [O:1]=[C:2](Cl)OC(Cl)(Cl)Cl.[CH3:9][O:10][C:11]1[CH:16]=[CH:15][C:14]([N:17]2[CH2:22][CH2:21][N:20]([C:23]3[CH:28]=[CH:27][C:26]([NH2:29])=[CH:25][CH:24]=3)[CH2:19][CH2:18]2)=[CH:13][CH:12]=1.C(N(CC)CC)C, predict the reaction product.